The task is: Regression. Given a peptide amino acid sequence and an MHC pseudo amino acid sequence, predict their binding affinity value. This is MHC class I binding data.. This data is from Peptide-MHC class I binding affinity with 185,985 pairs from IEDB/IMGT. (1) The peptide sequence is TLVGLAIGLVLL. The MHC is H-2-Kb with pseudo-sequence H-2-Kb. The binding affinity (normalized) is 0. (2) The peptide sequence is RLMAEALKEA. The MHC is HLA-B27:05 with pseudo-sequence HLA-B27:05. The binding affinity (normalized) is 0.159. (3) The peptide sequence is TMLYNKMEF. The MHC is HLA-A02:12 with pseudo-sequence HLA-A02:12. The binding affinity (normalized) is 0.247. (4) The MHC is Mamu-A01 with pseudo-sequence Mamu-A01. The binding affinity (normalized) is 0.574. The peptide sequence is VTPENFSSLIK.